This data is from Full USPTO retrosynthesis dataset with 1.9M reactions from patents (1976-2016). The task is: Predict the reactants needed to synthesize the given product. The reactants are: C[Si](C)(C)[N-][Si](C)(C)C.[Li+].S([CH2:21][N+:22]#[C-:23])(C1C=CC(C)=CC=1)(=O)=O.[C:24]([O:34][CH2:35][CH3:36])(=[O:33])/[CH:25]=[CH:26]/[C:27]1[CH:32]=[CH:31][CH:30]=[CH:29][CH:28]=1. Given the product [C:24]([C:25]1[C:26]([C:27]2[CH:28]=[CH:29][CH:30]=[CH:31][CH:32]=2)=[CH:23][NH:22][CH:21]=1)([O:34][CH2:35][CH3:36])=[O:33], predict the reactants needed to synthesize it.